From a dataset of Forward reaction prediction with 1.9M reactions from USPTO patents (1976-2016). Predict the product of the given reaction. The product is: [Br:1][C:2]1[CH:3]=[N:4][C:5]2[N:6]([N:8]=[C:9]([C:11]([N:19]3[CH2:20][CH2:21][C:22]4[O:23][C:15]([CH3:14])=[CH:16][C:17]=4[CH:18]3[CH3:24])=[O:13])[CH:10]=2)[CH:7]=1. Given the reactants [Br:1][C:2]1[CH:3]=[N:4][C:5]2[N:6]([N:8]=[C:9]([C:11]([OH:13])=O)[CH:10]=2)[CH:7]=1.[CH3:14][C:15]1[O:23][C:22]2[CH2:21][CH2:20][NH:19][CH:18]([CH3:24])[C:17]=2[CH:16]=1, predict the reaction product.